From a dataset of Full USPTO retrosynthesis dataset with 1.9M reactions from patents (1976-2016). Predict the reactants needed to synthesize the given product. (1) Given the product [CH2:31]([N:9]([S:6]([C:2]1[S:1][CH:5]=[CH:4][CH:3]=1)(=[O:7])=[O:8])[C:10]1[CH:11]=[CH:12][C:13]([CH3:24])=[C:14]2[C:18]=1[NH:17][C:16]([C:19]([O:21][CH2:22][CH3:23])=[O:20])=[CH:15]2)[CH3:32], predict the reactants needed to synthesize it. The reactants are: [S:1]1[CH:5]=[CH:4][CH:3]=[C:2]1[S:6]([NH:9][C:10]1[CH:11]=[CH:12][C:13]([CH3:24])=[C:14]2[C:18]=1[NH:17][C:16]([C:19]([O:21][CH2:22][CH3:23])=[O:20])=[CH:15]2)(=[O:8])=[O:7].C(=O)([O-])[O-].[K+].[K+].[CH2:31](I)[CH3:32]. (2) Given the product [CH3:6][CH:1]([CH2:2][CH3:3])[CH:11]([C:1]1[CH:6]=[CH:5][CH:4]=[CH:3][CH:2]=1)[CH2:13][CH:12]=[O:15], predict the reactants needed to synthesize it. The reactants are: [C:1]1([CH3:11])[CH:6]=[CH:5][C:4](S(O)(=O)=O)=[CH:3][CH:2]=1.[CH:12]([OH:15])(C)[CH3:13].